This data is from Catalyst prediction with 721,799 reactions and 888 catalyst types from USPTO. The task is: Predict which catalyst facilitates the given reaction. (1) Reactant: [C:1]([O:5][C:6](=[O:26])[C:7]1[CH:12]=[C:11]([C:13]2[CH:18]=[C:17]([S:19][CH2:20][CH2:21][NH2:22])[N:16]=[C:15]([NH2:23])[N:14]=2)[C:10]([CH3:24])=[CH:9][C:8]=1[CH3:25])([CH3:4])([CH3:3])[CH3:2].[C:27]([O:31][C:32]([NH:34][CH:35]([CH2:39][CH2:40][NH:41][C:42]([O:44][C:45]([CH3:48])([CH3:47])[CH3:46])=[O:43])[C:36](O)=[O:37])=[O:33])([CH3:30])([CH3:29])[CH3:28].C(C(N)C(O)=O)CN.Cl.Cl.ON1C2C=CC=CC=2N=N1.Cl.C(N=C=NCCCN(C)C)C.C(N(C(C)C)CC)(C)C. Product: [C:1]([O:5][C:6](=[O:26])[C:7]1[CH:12]=[C:11]([C:13]2[CH:18]=[C:17]([S:19][CH2:20][CH2:21][NH:22][C:36](=[O:37])[CH:35]([NH:34][C:32]([O:31][C:27]([CH3:30])([CH3:29])[CH3:28])=[O:33])[CH2:39][CH2:40][NH:41][C:42]([O:44][C:45]([CH3:48])([CH3:47])[CH3:46])=[O:43])[N:16]=[C:15]([NH2:23])[N:14]=2)[C:10]([CH3:24])=[CH:9][C:8]=1[CH3:25])([CH3:4])([CH3:3])[CH3:2]. The catalyst class is: 42. (2) Reactant: [OH:1][CH2:2][CH2:3][CH2:4][C:5]1[C:6](=[O:19])[CH:7]=[C:8]([CH2:11][O:12][CH:13]2[CH2:18][CH2:17][CH2:16][CH2:15][O:14]2)O[CH:10]=1.O.[NH4+:21]. Product: [OH:1][CH2:2][CH2:3][CH2:4][C:5]1[C:6](=[O:19])[CH:7]=[C:8]([CH2:11][O:12][CH:13]2[CH2:18][CH2:17][CH2:16][CH2:15][O:14]2)[NH:21][CH:10]=1. The catalyst class is: 8.